Dataset: Reaction yield outcomes from USPTO patents with 853,638 reactions. Task: Predict the reaction yield, written as a fraction of the theoretical maximum amount of product (1.0 means a 100% yield; for example, 0.34 means a 34% yield). (1) The reactants are [NH2:1][C:2]1[CH:28]=[CH:27][C:5]([O:6][C:7]2[CH:12]=[CH:11][N:10]=[C:9]([NH:13][C:14]([N:16]3[CH2:21][CH2:20][CH:19]([CH2:22][N:23]4[CH2:26][CH2:25][CH2:24]4)[CH2:18][CH2:17]3)=[O:15])[CH:8]=2)=[C:4]([F:29])[CH:3]=1.[C@]12(CS(O)(=O)=O)C(C)(C)C(CC1)CC2=O.[C:45]1([CH2:51][C:52]([N:54]=[C:55]=[S:56])=[O:53])[CH:50]=[CH:49][CH:48]=[CH:47][CH:46]=1.C(OCC)C. The catalyst is C(O)C.C1(C)C=CC=CC=1.CCCCCC. The product is [F:29][C:4]1[CH:3]=[C:2]([NH:1][C:55]([NH:54][C:52](=[O:53])[CH2:51][C:45]2[CH:46]=[CH:47][CH:48]=[CH:49][CH:50]=2)=[S:56])[CH:28]=[CH:27][C:5]=1[O:6][C:7]1[CH:12]=[CH:11][N:10]=[C:9]([NH:13][C:14]([N:16]2[CH2:21][CH2:20][CH:19]([CH2:22][N:23]3[CH2:24][CH2:25][CH2:26]3)[CH2:18][CH2:17]2)=[O:15])[CH:8]=1. The yield is 0.568. (2) The reactants are [CH3:1][O:2][C:3]([C:5]1([C:8]2[CH:13]=[C:12](I)[C:11]([O:15][CH2:16][C:17]([CH3:19])=[CH2:18])=[C:10](I)[CH:9]=2)[CH2:7][CH2:6]1)=[O:4].CCCC[SnH](CCCC)CCCC.CC(N=NC(C#N)(C)C)(C#N)C. The catalyst is C1(C)C=CC=CC=1. The product is [CH3:1][O:2][C:3]([C:5]1([C:8]2[CH:13]=[CH:12][C:11]3[O:15][CH2:16][C:17]([CH3:19])([CH3:18])[C:10]=3[CH:9]=2)[CH2:7][CH2:6]1)=[O:4]. The yield is 0.620. (3) The reactants are COC1C=C(OC)C=CC=1C[NH:6][C:7]([C:9]1[S:10][C:11]([C:14]2[N:18]3[N:19]=[C:20]([NH:23][CH2:24][CH2:25][CH2:26][N:27]4[CH2:31][CH2:30][CH2:29][C:28]4=[O:32])[CH:21]=[CH:22][C:17]3=[N:16][CH:15]=2)=[CH:12][CH:13]=1)=[O:8].C(O)(C(F)(F)F)=O. The catalyst is C(Cl)Cl. The product is [O:32]=[C:28]1[CH2:29][CH2:30][CH2:31][N:27]1[CH2:26][CH2:25][CH2:24][NH:23][C:20]1[CH:21]=[CH:22][C:17]2[N:18]([C:14]([C:11]3[S:10][C:9]([C:7]([NH2:6])=[O:8])=[CH:13][CH:12]=3)=[CH:15][N:16]=2)[N:19]=1. The yield is 0.720. (4) The yield is 0.830. The catalyst is O1CCOCC1.CN(C)C=O. The reactants are BrC1C=C2C(C3C=C[C:9]([NH2:15])=[CH:10][C:11]=3[CH2:12]2)=CC=1.[CH2:16](I)[CH2:17][CH2:18][CH3:19].CC(C)([O-])C.[K+].C(=O)([O-])[O-].[K+].[K+]. The product is [CH2:16]([NH:15][CH2:9][CH2:10][CH2:11][CH3:12])[CH2:17][CH2:18][CH3:19]. (5) The reactants are [CH:1]([N:4]([CH:30]([CH3:32])[CH3:31])[C:5](=O)[CH2:6][CH:7]([C:14]1[CH:19]=[C:18]([Br:20])[CH:17]=[CH:16][C:15]=1[O:21][CH2:22][C:23]1[CH:28]=[CH:27][CH:26]=[CH:25][CH:24]=1)[C:8]1[CH:13]=[CH:12][CH:11]=[CH:10][CH:9]=1)([CH3:3])[CH3:2].[H-].[Al+3].[Li+].[H-].[H-].[H-].O1CCCC1. The catalyst is O1CCCC1. The product is [CH2:22]([O:21][C:15]1[CH:16]=[CH:17][C:18]([Br:20])=[CH:19][C:14]=1[CH:7]([C:8]1[CH:9]=[CH:10][CH:11]=[CH:12][CH:13]=1)[CH2:6][CH2:5][N:4]([CH:1]([CH3:2])[CH3:3])[CH:30]([CH3:32])[CH3:31])[C:23]1[CH:24]=[CH:25][CH:26]=[CH:27][CH:28]=1. The yield is 0.767. (6) The reactants are [F:1][C:2]1[C:7]2[O:8][CH2:9][O:10][C:6]=2[CH:5]=[C:4]([CH:11]=[O:12])[CH:3]=1.[BH4-].[Na+]. The catalyst is CO. The product is [F:1][C:2]1[C:7]2[O:8][CH2:9][O:10][C:6]=2[CH:5]=[C:4]([CH2:11][OH:12])[CH:3]=1. The yield is 0.980. (7) The reactants are [CH3:1][C:2]1[CH:7]=[CH:6][C:5](OS(C(F)(F)F)(=O)=O)=[C:4]([N+:16]([O-:18])=[O:17])[CH:3]=1.[SH:19][C:20]1[CH:28]=[CH:27][C:23]([C:24]([OH:26])=[O:25])=[CH:22][CH:21]=1.O.C(O)(=O)C. The catalyst is C(O)C. The product is [CH3:1][C:2]1[CH:7]=[CH:6][C:5]([S:19][C:20]2[CH:28]=[CH:27][C:23]([C:24]([OH:26])=[O:25])=[CH:22][CH:21]=2)=[C:4]([N+:16]([O-:18])=[O:17])[CH:3]=1. The yield is 0.910.